This data is from Full USPTO retrosynthesis dataset with 1.9M reactions from patents (1976-2016). The task is: Predict the reactants needed to synthesize the given product. (1) Given the product [C:22]([O:21][C:20](=[O:26])[NH:19][C:15]1([C:12]2[CH:11]=[CH:10][C:9]([C:5]3[C:4]([C:27]4[CH:32]=[CH:31][CH:30]=[CH:29][CH:28]=4)=[CH:3][C:2]4[NH:1][S:35](=[O:37])(=[O:36])[CH2:34][O:8][C:7]=4[N:6]=3)=[CH:14][CH:13]=2)[CH2:18][CH2:17][CH2:16]1)([CH3:25])([CH3:24])[CH3:23], predict the reactants needed to synthesize it. The reactants are: [NH2:1][C:2]1[C:7](=[O:8])[NH:6][C:5]([C:9]2[CH:14]=[CH:13][C:12]([C:15]3([NH:19][C:20](=[O:26])[O:21][C:22]([CH3:25])([CH3:24])[CH3:23])[CH2:18][CH2:17][CH2:16]3)=[CH:11][CH:10]=2)=[C:4]([C:27]2[CH:32]=[CH:31][CH:30]=[CH:29][CH:28]=2)[CH:3]=1.Cl[CH2:34][S:35](Cl)(=[O:37])=[O:36].C(=O)([O-])[O-].[K+].[K+]. (2) Given the product [Br:37][C:38]1[CH:45]=[CH:44][C:41]([CH:42]=[CH:9][CH:10]2[CH2:15][CH2:14][CH:13]([CH2:16][CH2:17][CH3:18])[CH2:12][CH2:11]2)=[C:40]([F:46])[CH:39]=1, predict the reactants needed to synthesize it. The reactants are: CC(C)([O-])C.[K+].IP(C1C=CC=CC=1)(C1C=CC=CC=1)(C1C=CC=CC=1)[CH2:9][CH:10]1[CH2:15][CH2:14][CH:13]([CH2:16][CH2:17][CH3:18])[CH2:12][CH2:11]1.[Br:37][C:38]1[CH:45]=[CH:44][C:41]([CH:42]=O)=[C:40]([F:46])[CH:39]=1.